This data is from Reaction yield outcomes from USPTO patents with 853,638 reactions. The task is: Predict the reaction yield, written as a fraction of the theoretical maximum amount of product (1.0 means a 100% yield; for example, 0.34 means a 34% yield). The reactants are [CH3:1][O:2][C:3](=[O:16])[C:4]1[CH:9]=[C:8](I)[C:7]([C:11]([F:14])([F:13])[F:12])=[CH:6][C:5]=1[NH2:15].CCN(CC)CC.[CH3:24][O:25][CH2:26][C:27]#[CH:28]. The catalyst is O1CCOCC1.Cl[Pd](Cl)([P](C1C=CC=CC=1)(C1C=CC=CC=1)C1C=CC=CC=1)[P](C1C=CC=CC=1)(C1C=CC=CC=1)C1C=CC=CC=1.[Cu]I. The product is [CH3:1][O:2][C:3](=[O:16])[C:4]1[CH:9]=[C:8]([C:28]#[C:27][CH2:26][O:25][CH3:24])[C:7]([C:11]([F:14])([F:13])[F:12])=[CH:6][C:5]=1[NH2:15]. The yield is 0.780.